Dataset: Forward reaction prediction with 1.9M reactions from USPTO patents (1976-2016). Task: Predict the product of the given reaction. (1) Given the reactants Cl[C:2]1[C:11]([C:12]([OH:14])=[O:13])=[CH:10][C:9]2[C:4](=[CH:5][CH:6]=[C:7]([Cl:15])[CH:8]=2)[N:3]=1.[NH2:16][CH:17]([CH2:21][C:22]1[CH:23]=[N:24][CH:25]=[CH:26][CH:27]=1)[C:18]([OH:20])=[O:19], predict the reaction product. The product is: [C:18]([CH:17]([NH:16][C:2]1[C:11]([C:12]([OH:14])=[O:13])=[CH:10][C:9]2[C:4](=[CH:5][CH:6]=[C:7]([Cl:15])[CH:8]=2)[N:3]=1)[CH2:21][C:22]1[CH:23]=[N:24][CH:25]=[CH:26][CH:27]=1)([OH:20])=[O:19]. (2) Given the reactants [CH3:1][O:2][C:3]1[C:8]([O:9][CH3:10])=[CH:7][CH:6]=[CH:5][C:4]=1[CH2:11][CH:12]=[CH:13][C:14]([O:16]CC)=[O:15].[OH-].[Na+], predict the reaction product. The product is: [CH3:1][O:2][C:3]1[C:8]([O:9][CH3:10])=[CH:7][CH:6]=[CH:5][C:4]=1[CH2:11][CH2:12][CH2:13][C:14]([OH:16])=[O:15]. (3) The product is: [C:32]1(=[O:41])[N:31]([C@@H:6]2[C@@H:5]([OH:4])[C@H:21]([OH:22])[C@@H:20]([CH2:26][OH:27])[O:19][C@H:7]2[O:8][CH2:9][C:10]2[CH:15]=[CH:14][C:13]([N+:16]([O-:18])=[O:17])=[CH:12][CH:11]=2)[C:35](=[O:36])[C:34]2=[CH:37][CH:38]=[CH:39][CH:40]=[C:33]12. Given the reactants C([O:4][C@H:5]1[C@H:21]([O:22]C(=O)C)[C@@H:20]([CH2:26][O:27]C(=O)C)[O:19][C@@H:7]([O:8][CH2:9][C:10]2[CH:15]=[CH:14][C:13]([N+:16]([O-:18])=[O:17])=[CH:12][CH:11]=2)[C@@H:6]1[N:31]1[C:35](=[O:36])[C:34]2=[CH:37][CH:38]=[CH:39][CH:40]=[C:33]2[C:32]1=[O:41])(=O)C.C[O-].[Na+], predict the reaction product. (4) Given the reactants N1C=CN=C1.Cl.Cl[CH2:8][CH2:9][CH2:10][CH:11]([C:17]1[CH:22]=[CH:21][CH:20]=[CH:19][C:18]=1[C:23]([F:26])([F:25])[F:24])[C:12](=[NH:16])OCC.Cl.Cl.[CH3:29][O:30][C:31]1[N:36]=[C:35](/[CH:37]=[CH:38]/[C:39]([NH:41][NH2:42])=O)[CH:34]=[CH:33][C:32]=1[N:43]1[CH:47]=[C:46]([CH3:48])[N:45]=[CH:44]1.Cl, predict the reaction product. The product is: [CH3:29][O:30][C:31]1[N:36]=[C:35](/[CH:37]=[CH:38]/[C:39]2[N:16]=[C:12]3[CH:11]([C:17]4[CH:22]=[CH:21][CH:20]=[CH:19][C:18]=4[C:23]([F:24])([F:25])[F:26])[CH2:10][CH2:9][CH2:8][N:42]3[N:41]=2)[CH:34]=[CH:33][C:32]=1[N:43]1[CH:47]=[C:46]([CH3:48])[N:45]=[CH:44]1. (5) Given the reactants Br.[OH:2][C:3]1[CH:12]=[C:11]([CH3:13])[C:10]2[NH:9][C:8](=[O:14])[C:7]3[S:15][CH:16]=[CH:17][C:6]=3[C:5]=2[C:4]=1[C:18]1[CH:23]=[CH:22][C:21]([C@@H:24]([CH3:28])[CH2:25][NH:26][CH3:27])=[CH:20][CH:19]=1.[ClH:29], predict the reaction product. The product is: [ClH:29].[OH:2][C:3]1[CH:12]=[C:11]([CH3:13])[C:10]2[NH:9][C:8](=[O:14])[C:7]3[S:15][CH:16]=[CH:17][C:6]=3[C:5]=2[C:4]=1[C:18]1[CH:23]=[CH:22][C:21]([C@@H:24]([CH3:28])[CH2:25][NH:26][CH3:27])=[CH:20][CH:19]=1. (6) The product is: [NH2:1][CH2:4][C:5]1[CH:10]=[CH:9][C:8]([CH2:11][CH:12]([NH:14][C:15]2[N:20]=[C:19]([N:21]3[CH2:26][CH2:25][C:24](=[O:27])[N:23]4[CH2:28][CH:29]=[C:30]([C:32]5[CH:33]=[CH:34][CH:35]=[CH:36][CH:37]=5)[N:31]=[C:22]34)[CH:18]=[CH:17][N:16]=2)[CH3:13])=[CH:7][CH:6]=1. Given the reactants [N:1]([CH2:4][C:5]1[CH:10]=[CH:9][C:8]([CH2:11][CH:12]([NH:14][C:15]2[N:20]=[C:19]([N:21]3[CH2:26][CH2:25][C:24](=[O:27])[N:23]4[CH2:28][CH:29]=[C:30]([C:32]5[CH:37]=[CH:36][CH:35]=[CH:34][CH:33]=5)[N:31]=[C:22]34)[CH:18]=[CH:17][N:16]=2)[CH3:13])=[CH:7][CH:6]=1)=[N+]=[N-].C1CC=CCC=1, predict the reaction product.